From a dataset of Forward reaction prediction with 1.9M reactions from USPTO patents (1976-2016). Predict the product of the given reaction. (1) Given the reactants S(Cl)(Cl)=O.[NH2:5][CH:6]([C:11]1[CH:16]=[CH:15][CH:14]=[C:13]([Cl:17])[CH:12]=1)[CH2:7][C:8]([OH:10])=[O:9].[CH3:18]O, predict the reaction product. The product is: [NH2:5][CH:6]([C:11]1[CH:16]=[CH:15][CH:14]=[C:13]([Cl:17])[CH:12]=1)[CH2:7][C:8]([O:10][CH3:18])=[O:9]. (2) Given the reactants [Cl:1][CH2:2][CH2:3][CH2:4][CH2:5][CH2:6][CH2:7][OH:8].[CH2:9](Br)[C:10]1[CH:15]=[CH:14][CH:13]=[CH:12][CH:11]=1.[H-].[Na+], predict the reaction product. The product is: [CH2:9]([O:8][CH2:7][CH2:6][CH2:5][CH2:4][CH2:3][CH2:2][Cl:1])[C:10]1[CH:15]=[CH:14][CH:13]=[CH:12][CH:11]=1. (3) Given the reactants [CH2:1]([C:3]1[C:4]([C:11]([O:13][CH2:14][C:15]2[CH:20]=[CH:19][CH:18]=[CH:17][CH:16]=2)=[O:12])=[C:5]([CH:9]=[O:10])[NH:6][C:7]=1I)[CH3:2].FC1C=CC(B(O)O)=CC=1.[C:31]([NH:34][C:35]1[CH:36]=[C:37](B(O)O)[CH:38]=[CH:39][CH:40]=1)(=[O:33])[CH3:32], predict the reaction product. The product is: [C:31]([NH:34][C:35]1[CH:40]=[C:39]([C:7]2[NH:6][C:5]([CH:9]=[O:10])=[C:4]([C:11]([O:13][CH2:14][C:15]3[CH:20]=[CH:19][CH:18]=[CH:17][CH:16]=3)=[O:12])[C:3]=2[CH2:1][CH3:2])[CH:38]=[CH:37][CH:36]=1)(=[O:33])[CH3:32].